Dataset: Catalyst prediction with 721,799 reactions and 888 catalyst types from USPTO. Task: Predict which catalyst facilitates the given reaction. (1) Product: [CH3:23][C:18]1[CH:17]=[C:16]([CH:21]=[CH:20][C:19]=1[CH3:22])[O:15][C:5]([CH3:14])([CH2:6][C:7]1[CH:8]=[CH:9][C:10]([O:44][CH2:43][CH2:42][C:27]2[N:28]=[C:29]([C:31]3[CH:32]=[CH:33][C:34]([C:37]4[S:38][CH:39]=[CH:40][CH:41]=4)=[CH:35][CH:36]=3)[O:30][C:26]=2[CH3:25])=[CH:11][CH:12]=1)[C:4]([OH:24])=[O:3]. Reactant: C([O:3][C:4](=[O:24])[C:5]([O:15][C:16]1[CH:21]=[CH:20][C:19]([CH3:22])=[C:18]([CH3:23])[CH:17]=1)([CH3:14])[CH2:6][C:7]1[CH:12]=[CH:11][C:10](O)=[CH:9][CH:8]=1)C.[CH3:25][C:26]1[O:30][C:29]([C:31]2[CH:36]=[CH:35][C:34]([C:37]3[S:38][CH:39]=[CH:40][CH:41]=3)=[CH:33][CH:32]=2)=[N:28][C:27]=1[CH2:42][CH2:43][O:44]S(C1C=CC(C)=CC=1)(=O)=O.C([O-])([O-])=O.[K+].[K+].[OH-].[Na+]. The catalyst class is: 8. (2) Reactant: [Cl:1][C:2]1[C:3](F)=[CH:4][C:5]([F:28])=[C:6]([S:8]([N:11]([CH2:17][C:18]2[CH:23]=[CH:22][C:21]([O:24][CH3:25])=[CH:20][C:19]=2[O:26][CH3:27])[C:12]2[S:13][CH:14]=[N:15][N:16]=2)(=[O:10])=[O:9])[CH:7]=1.[N:30]1[CH:35]=[CH:34][C:33]([C:36]2[CH:37]=[C:38]([C:43]3[CH:48]=[CH:47][CH:46]=[C:45]([C:49]([F:52])([F:51])[F:50])[CH:44]=3)[CH:39]=[CH:40][C:41]=2[OH:42])=[CH:32][N:31]=1.C(=O)([O-])[O-].[K+].[K+]. Product: [Cl:1][C:2]1[C:3]([O:42][C:41]2[CH:40]=[CH:39][C:38]([C:43]3[CH:48]=[CH:47][CH:46]=[C:45]([C:49]([F:50])([F:51])[F:52])[CH:44]=3)=[CH:37][C:36]=2[C:33]2[CH:34]=[CH:35][N:30]=[N:31][CH:32]=2)=[CH:4][C:5]([F:28])=[C:6]([S:8]([N:11]([CH2:17][C:18]2[CH:23]=[CH:22][C:21]([O:24][CH3:25])=[CH:20][C:19]=2[O:26][CH3:27])[C:12]2[S:13][CH:14]=[N:15][N:16]=2)(=[O:10])=[O:9])[CH:7]=1. The catalyst class is: 16. (3) Reactant: C(O)(C(F)(F)F)=O.C(OC([N:15]1[CH2:20][CH2:19][CH:18]([O:21][C:22]2[CH:23]=[CH:24][C:25]3[C:37](=[O:38])[C:36]4[C:35]5[C:30](=[CH:31][C:32]([C:39]#[N:40])=[CH:33][CH:34]=5)[NH:29][C:28]=4[C:27]([CH3:42])([CH3:41])[C:26]=3[CH:43]=2)[CH2:17][CH2:16]1)=O)(C)(C)C. Product: [CH3:41][C:27]1([CH3:42])[C:28]2[NH:29][C:30]3[C:35](=[CH:34][CH:33]=[C:32]([C:39]#[N:40])[CH:31]=3)[C:36]=2[C:37](=[O:38])[C:25]2[CH:24]=[CH:23][C:22]([O:21][CH:18]3[CH2:19][CH2:20][NH:15][CH2:16][CH2:17]3)=[CH:43][C:26]1=2. The catalyst class is: 1.